The task is: Predict the reactants needed to synthesize the given product.. This data is from Full USPTO retrosynthesis dataset with 1.9M reactions from patents (1976-2016). (1) The reactants are: [SH:1][CH2:2][CH2:3][C:4]([OH:6])=[O:5].[NH2:7][C:8]1[CH:13]=[CH:12][C:11]([CH:14]([C:21]2[CH:26]=[CH:25][C:24]([Cl:27])=[CH:23][CH:22]=2)[C:15]2[N:19]([CH3:20])[CH:18]=[N:17][CH:16]=2)=[CH:10][C:9]=1[CH:28]([C:30]1[CH:35]=[CH:34][CH:33]=[C:32]([Cl:36])[CH:31]=1)O. Given the product [NH2:7][C:8]1[CH:13]=[CH:12][C:11]([CH:14]([C:21]2[CH:26]=[CH:25][C:24]([Cl:27])=[CH:23][CH:22]=2)[C:15]2[N:19]([CH3:20])[CH:18]=[N:17][CH:16]=2)=[CH:10][C:9]=1[CH:28]([C:30]1[CH:35]=[CH:34][CH:33]=[C:32]([Cl:36])[CH:31]=1)[S:1][CH2:2][CH2:3][C:4]([OH:6])=[O:5], predict the reactants needed to synthesize it. (2) Given the product [CH3:1][C:2]1[NH:3][C:4]2[C:9]([CH:10]=1)=[CH:8][C:7]([NH:11][C:25](=[O:26])[C@@H:24]([NH:28][C:47]([NH:46][C:49]1[CH:54]=[CH:53][C:52]([C:55]3[CH:56]=[CH:57][CH:58]=[CH:59][CH:60]=3)=[CH:51][CH:50]=1)=[O:48])[CH2:23][CH2:22][CH2:21][CH2:20][NH2:19])=[CH:6][CH:5]=2, predict the reactants needed to synthesize it. The reactants are: [CH3:1][C:2]1[NH:3][C:4]2[C:9]([CH:10]=1)=[CH:8][C:7]([NH2:11])=[CH:6][CH:5]=2.C(OC([NH:19][CH2:20][CH2:21][CH2:22][CH2:23][C@H:24]([NH:28]C(OCC1C2C=CC=CC=2C2C1=CC=CC=2)=O)[C:25](O)=[O:26])=O)(C)(C)C.[N:46]([C:49]1[CH:54]=[CH:53][C:52]([C:55]2[CH:60]=[CH:59][CH:58]=[CH:57][CH:56]=2)=[CH:51][CH:50]=1)=[C:47]=[O:48]. (3) Given the product [N+:22]([C:19]1[CH:18]=[CH:17][C:16]([CH2:5][C:6]2[CH:11]=[CH:10][N:9]=[C:8]([C:12]([F:15])([F:13])[F:14])[CH:7]=2)=[CH:21][CH:20]=1)([O-:24])=[O:23], predict the reactants needed to synthesize it. The reactants are: C(OC(=O)[CH:5]([C:16]1[CH:21]=[CH:20][C:19]([N+:22]([O-:24])=[O:23])=[CH:18][CH:17]=1)[C:6]1[CH:11]=[CH:10][N:9]=[C:8]([C:12]([F:15])([F:14])[F:13])[CH:7]=1)C.O.[Li+].[OH-].